From a dataset of CYP2C19 inhibition data for predicting drug metabolism from PubChem BioAssay. Regression/Classification. Given a drug SMILES string, predict its absorption, distribution, metabolism, or excretion properties. Task type varies by dataset: regression for continuous measurements (e.g., permeability, clearance, half-life) or binary classification for categorical outcomes (e.g., BBB penetration, CYP inhibition). Dataset: cyp2c19_veith. The drug is CCc1c(C(=O)NCc2ccc3c(c2)OCO3)[nH]c(C)c1C(C)=O. The result is 1 (inhibitor).